Predict the reactants needed to synthesize the given product. From a dataset of Full USPTO retrosynthesis dataset with 1.9M reactions from patents (1976-2016). (1) Given the product [NH2:32][C@@H:33]([CH2:48][CH3:49])[CH2:34][NH:35][C:36]1[CH:41]=[CH:40][C:39]([O:42][CH3:43])=[CH:38][CH:37]=1, predict the reactants needed to synthesize it. The reactants are: FC(F)(F)[C@@H](N[C@@H](CC(F)(C)C)C(O)=O)C1C=CC(C2C=CC(S(C)(=O)=O)=CC=2)=CC=1.[NH2:32][C@@H:33]([CH2:48][CH3:49])[CH2:34][NH:35][C:36]1[CH:41]=[CH:40][C:39]([O:42][CH2:43]C)=[C:38](OCC)[CH:37]=1. (2) Given the product [Cl:1][C:2]1[CH:3]=[C:4]([N:8]2[N:12]=[N:11][C:10]([C@@H:13]3[N:17]4[C:25](=[O:26])[CH2:24][NH:34][C:18](=[O:20])[C@@H:16]4[CH2:15][CH2:14]3)=[N:9]2)[CH:5]=[CH:6][CH:7]=1, predict the reactants needed to synthesize it. The reactants are: [Cl:1][C:2]1[CH:3]=[C:4]([N:8]2[N:12]=[N:11][C:10]([C@@H:13]3[NH:17][C@H:16]([C:18]([O:20]CC)=O)[CH2:15][CH2:14]3)=[N:9]2)[CH:5]=[CH:6][CH:7]=1.Br[CH2:24][C:25](Cl)=[O:26].C([O-])([O-])=O.[Na+].[Na+].[NH3:34].CO. (3) Given the product [ClH:1].[ClH:33].[Cl:1][C:2]1[CH:3]=[C:4]([C:8]2[C:13]([O:14][CH3:15])=[CH:12][CH:11]=[C:10]([CH2:16][C:17]3[CH:18]=[CH:19][C:20]([CH:23]([NH2:25])[CH3:24])=[N:21][CH:22]=3)[C:9]=2[F:26])[CH:5]=[CH:6][CH:7]=1, predict the reactants needed to synthesize it. The reactants are: [Cl:1][C:2]1[CH:3]=[C:4]([C:8]2[C:13]([O:14][CH3:15])=[CH:12][CH:11]=[C:10]([CH2:16][C:17]3[CH:18]=[CH:19][C:20]([CH:23]([NH2:25])[CH3:24])=[N:21][CH:22]=3)[C:9]=2[F:26])[CH:5]=[CH:6][CH:7]=1.O1CCOCC1.[ClH:33]. (4) Given the product [CH2:1]([O:8][N:9]1[C:15](=[O:16])[N:14]2[CH2:17][C@H:10]1[CH2:11][CH2:12][C@H:13]2[C:18]([NH:21][O:22][CH2:23][CH2:24][NH:25][C:26](=[O:32])[O:27][C:28]([CH3:30])([CH3:29])[CH3:31])=[O:20])[C:2]1[CH:3]=[CH:4][CH:5]=[CH:6][CH:7]=1, predict the reactants needed to synthesize it. The reactants are: [CH2:1]([O:8][N:9]1[C:15](=[O:16])[N:14]2[CH2:17][C@H:10]1[CH2:11][CH2:12][C@H:13]2[C:18]([OH:20])=O)[C:2]1[CH:7]=[CH:6][CH:5]=[CH:4][CH:3]=1.[NH2:21][O:22][CH2:23][CH2:24][NH:25][C:26](=[O:32])[O:27][C:28]([CH3:31])([CH3:30])[CH3:29].ON1C2C=CC=CC=2N=N1.Cl.C(N=C=NCCCN(C)C)C. (5) Given the product [CH2:1]([O:8][C:9]([C:11]1[CH:20]=[C:19]([O:21][CH2:22][C:23]2[CH:28]=[CH:27][CH:26]=[CH:25][CH:24]=2)[C:18]2[C:13](=[C:14]([O:30][CH2:31][C:32]3[CH:37]=[CH:36][CH:35]=[CH:34][CH:33]=3)[C:15]([C:3]#[C:2][CH2:1][O:8][CH2:44][C:38]3[CH:39]=[CH:40][CH:41]=[CH:42][CH:43]=3)=[CH:16][CH:17]=2)[N:12]=1)=[O:10])[C:2]1[CH:7]=[CH:6][CH:5]=[CH:4][CH:3]=1, predict the reactants needed to synthesize it. The reactants are: [CH2:1]([O:8][C:9]([C:11]1[CH:20]=[C:19]([O:21][CH2:22][C:23]2[CH:28]=[CH:27][CH:26]=[CH:25][CH:24]=2)[C:18]2[C:13](=[C:14]([O:30][CH2:31][C:32]3[CH:37]=[CH:36][CH:35]=[CH:34][CH:33]=3)[C:15](Br)=[CH:16][CH:17]=2)[N:12]=1)=[O:10])[C:2]1[CH:7]=[CH:6][CH:5]=[CH:4][CH:3]=1.[C:38]1([C:44]#C)[CH:43]=[CH:42][CH:41]=[CH:40][CH:39]=1. (6) Given the product [Br:8][C:6]1[CH:7]=[C:2]([C:11]2([OH:14])[CH2:12][CH2:13][O:9][CH2:10]2)[CH:3]=[N:4][CH:5]=1, predict the reactants needed to synthesize it. The reactants are: Br[C:2]1[CH:3]=[N:4][CH:5]=[C:6]([Br:8])[CH:7]=1.[O:9]1[CH2:13][CH2:12][C:11](=[O:14])[CH2:10]1. (7) Given the product [ClH:11].[NH2:1][C@@H:2]([CH2:6][CH:7]=[CH2:8])[C:3]([O:5][CH2:19][C:20]1[CH:25]=[CH:24][CH:23]=[CH:22][CH:21]=1)=[O:4], predict the reactants needed to synthesize it. The reactants are: [NH2:1][C@@H:2]([CH2:6][CH:7]=[CH2:8])[C:3]([OH:5])=[O:4].S(Cl)([Cl:11])=O.C(OCC)C.O.[CH2:19](O)[C:20]1[CH:25]=[CH:24][CH:23]=[CH:22][CH:21]=1.